From a dataset of Forward reaction prediction with 1.9M reactions from USPTO patents (1976-2016). Predict the product of the given reaction. Given the reactants [F:1][CH:2]([F:24])[C:3]1[N:8]2[N:9]=[CH:10][C:11]([C:12]#[CH:13])=[C:7]2[N:6]=[C:5]([C:14]2[CH:19]=[CH:18][C:17]([C:20]([F:23])([F:22])[F:21])=[CH:16][CH:15]=2)[CH:4]=1.Br[C:26]1[CH:31]=[CH:30][C:29]([S:32]([NH:35][CH2:36][CH2:37][N:38]([CH3:40])[CH3:39])(=[O:34])=[O:33])=[CH:28][CH:27]=1, predict the reaction product. The product is: [F:24][CH:2]([F:1])[C:3]1[N:8]2[N:9]=[CH:10][C:11]([C:12]#[C:13][C:26]3[CH:31]=[CH:30][C:29]([S:32]([NH:35][CH2:36][CH2:37][N:38]([CH3:40])[CH3:39])(=[O:34])=[O:33])=[CH:28][CH:27]=3)=[C:7]2[N:6]=[C:5]([C:14]2[CH:19]=[CH:18][C:17]([C:20]([F:23])([F:22])[F:21])=[CH:16][CH:15]=2)[CH:4]=1.